This data is from Drug-target binding data from BindingDB using Ki measurements. The task is: Regression. Given a target protein amino acid sequence and a drug SMILES string, predict the binding affinity score between them. We predict pKi (pKi = -log10(Ki in M); higher means stronger inhibition). Dataset: bindingdb_ki. (1) The compound is CNC(N)=NCCC[C@H](NC(=O)[C@H](CC(C)C)NC(=O)NNC(=O)[C@H](Cc1ccccc1)NC(=O)[C@H](CO)NC(=O)[C@H](CC(N)=O)NC(=O)[C@H](CC1CCCCC1)NC(=O)[C@@H](CC(N)=O)NC(=O)[C@H](N)Cc1cccnc1)C(=O)N[C@@H](Cc1ccccc1)C(N)=O. The target protein sequence is MHTVATSGPNASWGAPANASGCPGCGANASDGPVPSPRAVDAWLVPLFFAALMLLGLVGNSLVIYVICRHKPMRTVTNFYIANLAATDVTFLLCCVPFTALLYPLPGWVLGDFMCKFVNYIQQVSVQATCATLTAMSVDRWYVTVFPLRALHRRTPRLALAVSLSIWVGSAAVSAPVLALHRLSPGPRAYCSEAFPSRALERAFALYNLLALYLLPLLATCACYAAMLRHLGRVAVRPAPADSALQGQVLAERAGAVRAKVSRLVAAVVLLFAACWGPIQLFLVLQALGPAGSWHPRSYAAYALKTWAHCMSYSNSALNPLLYAFLGSHFRQAFRRVCPCAPRRPRRPRRPGPSDPAAPHAELLRLGSHPAPARAQKPGSSGLAARGLCVLGEDNAPL. The pKi is 9.5. (2) The small molecule is N[C@@H](CCC(=O)N[C@@H](CCC(=O)CC(=O)OCc1ccc(Br)cc1)C(=O)NCC(=O)O)C(=O)O. The target protein (P50107) has sequence MSTDSTRYPIQIEKASNDPTLLLNHTCLRVKDPARTVKFYTEHFGMKLLSRKDFEEAKFSLYFLSFPKDDIPKNKNGEPDVFSAHGVLELTHNWGTEKNPDYKINNGNEEPHRGFGHICFSVSDINKTCEELESQGVKFKKRLSEGRQKDIAFALGPDGYWIELITYSREGQEYPKGSVGNKFNHTMIRIKNPTRSLEFYQNVLGMKLLRTSEHESAKFTLYFLGYGVPKTDSVFSCESVLELTHNWGTENDPNFHYHNGNSEPQGYGHICISCDDAGALCKEIEVKYGDKIQWSPKFNQGRMKNIAFLKDPDGYSIEVVPHGLIA. The pKi is 4.2. (3) The target protein (P14769) has sequence MNVKGKVILSMLVVSTVIVVFWEYIHSPEGSLFWINPSRNPEVGGSSIQKGWWLPRWFNNGYHEEDGDINEEKEQRNEDESKLKLSDWFNPFKRPEVVTMTKWKAPVVWEGTYNRAVLDNYYAKQKITVGLTVFAVGRYIEHYLEEFLTSANKHFMVGHPVIFYIMVDDVSRMPLIELGPLRSFKVFKIKPEKRWQDISMMRMKTIGEHIVAHIQHEVDFLFCMDVDQVFQDKFGVETLGESVAQLQAWWYKADPNDFTYERRKESAAYIPFGEGDFYYHAAIFGGTPTQVLNITQECFKGILKDKKNDIEAQWHDESHLNKYFLLNKPTKILSPEYCWDYHIGLPADIKLVKMSWQTKEYNVVRNNV. The small molecule is O=Cc1ccc(-c2cn([C@@H]3O[C@H](COP(=O)(O)OP(=O)(O)CC[C@H]4O[C@H](CO)[C@H](O)[C@H](O)[C@H]4O)[C@@H](O)[C@H]3O)c(=O)[nH]c2=O)s1. The pKi is 4.7.